This data is from Catalyst prediction with 721,799 reactions and 888 catalyst types from USPTO. The task is: Predict which catalyst facilitates the given reaction. (1) Reactant: C(OC([N:8]1[CH2:13][CH2:12][N:11]([CH:14]([C:17]2[CH:22]=[CH:21][CH:20]=[CH:19][C:18]=2[Cl:23])[C:15]#[N:16])[CH2:10][CH2:9]1)=O)(C)(C)C.[OH-:24].[Na+]. Product: [Cl:23][C:18]1[CH:19]=[CH:20][CH:21]=[CH:22][C:17]=1[CH:14]([N:11]1[CH2:12][CH2:13][NH:8][CH2:9][CH2:10]1)[C:15]([NH2:16])=[O:24]. The catalyst class is: 82. (2) Product: [F:22][C:23]1[CH:28]=[C:27]([CH3:29])[CH:26]=[C:25]([I:30])[C:24]=1[CH:52]([OH:51])[C:53]([CH:43]1[CH2:44][CH2:45][CH:40]([CH:37]2[CH2:38][CH2:39][CH:34]([CH2:31][CH2:32][CH3:33])[CH2:35][CH2:36]2)[CH2:41][CH2:42]1)=[CH2:54]. The catalyst class is: 6. Reactant: CC1(C)CCCC(C)(C)N1.C([Li])CCC.CCCCCC.[F:22][C:23]1[CH:28]=[C:27]([CH3:29])[CH:26]=[C:25]([I:30])[CH:24]=1.[CH2:31]([CH:34]1[CH2:39][CH2:38][CH:37]([CH:40]2[CH2:45][CH2:44][CH:43](C=CC=O)[CH2:42][CH2:41]2)[CH2:36][CH2:35]1)[CH2:32][CH3:33].Cl.[O:51]1C[CH2:54][CH2:53][CH2:52]1. (3) Reactant: N(CCN1C2C(=CC=CC=2)C(C)(C)C1[CH2:17][O:18][CH:19]1[CH:24]([C:25]2[CH:30]=[CH:29][C:28]([O:31][CH2:32][CH2:33][CH2:34][O:35][CH2:36][C:37]3[CH:42]=[CH:41][CH:40]=[CH:39][C:38]=3[O:43][CH3:44])=[CH:27][CH:26]=2)[CH2:23][CH2:22][N:21]([C:45]([O:47][C:48]([CH3:51])([CH3:50])[CH3:49])=[O:46])[CH2:20]1)=[N+]=[N-].[NH3:52].[C:66]1(P([C:66]2[CH:71]=[CH:70][CH:69]=[CH:68][CH:67]=2)[C:66]2[CH:71]=[CH:70][CH:69]=[CH:68][CH:67]=2)[CH:71]=[CH:70][CH:69]=[CH:68][CH:67]=1.O1[CH2:76][CH2:75][CH2:74]C1. Product: [NH2:52][CH2:19][CH2:20][N:21]1[C:67]2[C:66](=[CH:71][CH:70]=[C:69]([CH2:17][O:18][CH:19]3[CH:24]([C:25]4[CH:30]=[CH:29][C:28]([O:31][CH2:32][CH2:33][CH2:34][O:35][CH2:36][C:37]5[CH:42]=[CH:41][CH:40]=[CH:39][C:38]=5[O:43][CH3:44])=[CH:27][CH:26]=4)[CH2:23][CH2:22][N:21]([C:45]([O:47][C:48]([CH3:51])([CH3:49])[CH3:50])=[O:46])[CH2:20]3)[CH:68]=2)[C:75]([CH3:74])([CH3:76])[CH2:22]1. The catalyst class is: 72. (4) Reactant: [C:1]1([CH2:7][CH2:8][CH2:9][CH2:10]C(O)=O)[CH:6]=[CH:5][CH:4]=[CH:3][CH:2]=1.[I:14]N1C(C)(C)C(=O)N(C)C1=O. Product: [I:14][CH2:10][CH2:9][CH2:8][CH2:7][C:1]1[CH:6]=[CH:5][CH:4]=[CH:3][CH:2]=1. The catalyst class is: 53.